Dataset: Forward reaction prediction with 1.9M reactions from USPTO patents (1976-2016). Task: Predict the product of the given reaction. (1) Given the reactants [F:1][C:2]1[C:3]([N:14]2[CH:19]=[C:18]([C:20]([O:22][CH2:23][CH3:24])=[O:21])[C:17](=[O:25])[NH:16][C:15]2=[O:26])=[CH:4][C:5]2[N:9]([CH3:10])[C:8](=[O:11])[N:7]([CH3:12])[C:6]=2[CH:13]=1.C1(P(C2C=CC=CC=2)C2C=CC=CC=2)C=CC=CC=1.N(C(OC(C)C)=O)=NC(OC(C)C)=O.[F:60][C:61]([F:73])([F:72])[C:62]1[CH:70]=[CH:69][CH:68]=[C:67]2[C:63]=1[CH2:64][CH2:65][C@@H:66]2O.Cl, predict the reaction product. The product is: [F:1][C:2]1[C:3]([N:14]2[CH:19]=[C:18]([C:20]([O:22][CH2:23][CH3:24])=[O:21])[C:17](=[O:25])[N:16]([C@H:66]3[C:67]4[C:63](=[C:62]([C:61]([F:60])([F:72])[F:73])[CH:70]=[CH:69][CH:68]=4)[CH2:64][CH2:65]3)[C:15]2=[O:26])=[CH:4][C:5]2[N:9]([CH3:10])[C:8](=[O:11])[N:7]([CH3:12])[C:6]=2[CH:13]=1. (2) Given the reactants Br[C:2]1[CH:3]=[C:4]([NH:9][C:10]([C:12]2[CH:34]=[CH:33][C:15]([O:16][C:17]3[CH:26]=[C:25]4[C:20]([CH:21]([C:27]([O:29][CH2:30][CH3:31])=[O:28])[CH2:22][CH2:23][O:24]4)=[CH:19][C:18]=3[Cl:32])=[CH:14][CH:13]=2)=[O:11])[CH:5]=[CH:6][C:7]=1[F:8].[Cl:35][C:36]1[CH:41]=[CH:40][C:39](B(O)O)=[CH:38][CH:37]=1.C([O-])([O-])=O.[Na+].[Na+].O, predict the reaction product. The product is: [Cl:32][C:18]1[CH:19]=[C:20]2[C:25](=[CH:26][C:17]=1[O:16][C:15]1[CH:33]=[CH:34][C:12]([C:10](=[O:11])[NH:9][C:4]3[CH:3]=[C:2]([C:39]4[CH:40]=[CH:41][C:36]([Cl:35])=[CH:37][CH:38]=4)[C:7]([F:8])=[CH:6][CH:5]=3)=[CH:13][CH:14]=1)[O:24][CH2:23][CH2:22][CH:21]2[C:27]([O:29][CH2:30][CH3:31])=[O:28]. (3) The product is: [CH:23]1([NH:27][C@@H:28]2[CH2:30][C@H:29]2[C:31]2[CH:32]=[C:33]([CH:43]=[CH:44][CH:45]=2)[C:34]([NH:36][C:37]2[S:38][C:39]([CH3:42])=[N:40][N:41]=2)=[O:35])[CH2:26][CH2:25][CH2:24]1. Given the reactants C(OC(N[C@@H]1C[C@H]1C1C=C(C=CC=1)C(OC)=O)=O)(C)(C)C.Cl.[CH:23]1([NH:27][C@@H:28]2[CH2:30][C@H:29]2[C:31]2[CH:32]=[C:33]([CH:43]=[CH:44][CH:45]=2)[C:34]([NH:36][C:37]2[S:38][C:39]([CH3:42])=[N:40][N:41]=2)=[O:35])[CH2:26][CH2:25][CH2:24]1.C(=O)([O-])O.[Na+], predict the reaction product. (4) Given the reactants C([N:8]1[CH2:13][CH2:12][N:11]([C:14](=[O:30])[CH2:15][CH2:16][C:17]2[CH:22]=[CH:21][CH:20]=[CH:19][C:18]=2[O:23][C:24]2[CH:29]=[CH:28][CH:27]=[CH:26][CH:25]=2)[C@H:10]([CH2:31][C:32]2[CH:41]=[CH:40][C:35]([O:36][CH2:37][C:38]#[N:39])=[CH:34][CH:33]=2)[CH2:9]1)C1C=CC=CC=1.[Cl-].[NH4+].[N-:44]=[N+:45]=[N-:46].[Na+].C([O-])=O.[NH4+], predict the reaction product. The product is: [NH:39]1[C:38]([CH2:37][O:36][C:35]2[CH:34]=[CH:33][C:32]([CH2:31][C@@H:10]3[CH2:9][NH:8][CH2:13][CH2:12][N:11]3[C:14](=[O:30])[CH2:15][CH2:16][C:17]3[CH:22]=[CH:21][CH:20]=[CH:19][C:18]=3[O:23][C:24]3[CH:29]=[CH:28][CH:27]=[CH:26][CH:25]=3)=[CH:41][CH:40]=2)=[N:46][N:45]=[N:44]1.